This data is from Full USPTO retrosynthesis dataset with 1.9M reactions from patents (1976-2016). The task is: Predict the reactants needed to synthesize the given product. (1) Given the product [F:49][C:48]([F:51])([F:50])[C:46]([NH:1][C@@H:2]([CH2:19][C:20]1[CH:25]=[CH:24][C:23]([NH:26][C:27]2[CH:32]=[C:31]([C:33]3[CH:34]=[CH:35][CH:36]=[CH:37][CH:38]=3)[N:30]=[CH:29][N:28]=2)=[CH:22][CH:21]=1)[C@H:3]([OH:18])[CH2:4][NH:5][C:6]1([C:9]2[CH:14]=[CH:13][CH:12]=[C:11]([CH:15]([CH3:17])[CH3:16])[CH:10]=2)[CH2:8][CH2:7]1)=[O:47], predict the reactants needed to synthesize it. The reactants are: [NH2:1][C@@H:2]([CH2:19][C:20]1[CH:25]=[CH:24][C:23]([NH:26][C:27]2[CH:32]=[C:31]([C:33]3[CH:38]=[CH:37][CH:36]=[CH:35][CH:34]=3)[N:30]=[CH:29][N:28]=2)=[CH:22][CH:21]=1)[C@H:3]([OH:18])[CH2:4][NH:5][C:6]1([C:9]2[CH:14]=[CH:13][CH:12]=[C:11]([CH:15]([CH3:17])[CH3:16])[CH:10]=2)[CH2:8][CH2:7]1.CCN(CC)CC.[C:46](O[C:46]([C:48]([F:51])([F:50])[F:49])=[O:47])([C:48]([F:51])([F:50])[F:49])=[O:47]. (2) Given the product [Br:30][C:20]1[CH:21]=[CH:22][C:23]2[N:11]([C:1]3[C:10]4[C:5](=[CH:6][CH:7]=[CH:8][CH:9]=4)[CH:4]=[CH:3][CH:2]=3)[C:12]3[C:17]([C:18]=2[CH:19]=1)=[CH:16][CH:15]=[CH:14][CH:13]=3, predict the reactants needed to synthesize it. The reactants are: [C:1]1([N:11]2[C:23]3[CH:22]=[CH:21][CH:20]=[CH:19][C:18]=3[C:17]3[C:12]2=[CH:13][CH:14]=[CH:15][CH:16]=3)[C:10]2[C:5](=[CH:6][CH:7]=[CH:8][CH:9]=2)[CH:4]=[CH:3][CH:2]=1.C(OCC)(=O)C.[Br:30]N1C(=O)CCC1=O. (3) Given the product [Cl:8][C:6]1[N:5]=[C:4]([CH3:9])[N:3]=[C:2]([N:35]2[C:36]3[C:32](=[CH:31][C:30]([C:28]([NH:27][CH2:26][C:21]4[CH:22]=[CH:23][CH:24]=[CH:25][C:20]=4[O:19][C:18]([F:17])([F:39])[F:40])=[O:29])=[CH:38][CH:37]=3)[CH2:33][CH2:34]2)[CH:7]=1, predict the reactants needed to synthesize it. The reactants are: Cl[C:2]1[CH:7]=[C:6]([Cl:8])[N:5]=[C:4]([CH3:9])[N:3]=1.FC(F)(F)C(O)=O.[F:17][C:18]([F:40])([F:39])[O:19][C:20]1[CH:25]=[CH:24][CH:23]=[CH:22][C:21]=1[CH2:26][NH:27][C:28]([C:30]1[CH:31]=[C:32]2[C:36](=[CH:37][CH:38]=1)[NH:35][CH2:34][CH2:33]2)=[O:29].[OH-].[Na+]. (4) Given the product [Br:7][C:8]1[CH:9]=[C:10]([N:15]2[CH2:20][CH2:19][O:18][CH2:17][CH2:16]2)[C:11]([O:6][CH:4]([CH3:5])[CH3:3])=[N:12][CH:13]=1, predict the reactants needed to synthesize it. The reactants are: [H-].[Na+].[CH3:3][CH:4]([OH:6])[CH3:5].[Br:7][C:8]1[CH:9]=[C:10]([N:15]2[CH2:20][CH2:19][O:18][CH2:17][CH2:16]2)[C:11](F)=[N:12][CH:13]=1. (5) Given the product [CH3:3][CH:2]([CH2:4][C@H:5]([NH:31][C:32]([CH2:34][NH:35][C:36]([C@@H:38]([NH:47][C:48]([C@@H:50]([NH:53][C:54]([C@@H:56]([NH:67][C:68]([C@@H:70]([NH:77][C:78]([C@H:80]1[NH:85][C:83](=[O:84])[CH2:82][CH2:81]1)=[O:79])[CH2:71][C:72]1[NH:76][CH:75]=[N:74][CH:73]=1)=[O:69])[CH2:57][C:58]1[C:62]2[CH:63]=[CH:64][CH:65]=[CH:66][C:61]=2[NH:60][CH:59]=1)=[O:55])[CH2:51][OH:52])=[O:49])[CH2:39][C:40]1[CH:41]=[CH:42][C:43]([OH:46])=[CH:44][CH:45]=1)=[O:37])=[O:33])[C:6]([NH:8][C@H:9]([C:17]([N:19]1[C@H:23]([C:24]([NH:26][CH2:27][C:28]([NH2:30])=[O:29])=[O:25])[CH2:22][CH2:21][CH2:20]1)=[O:18])[CH2:10][CH2:11][CH2:12][NH:13][C:14]([NH2:16])=[NH:15])=[O:7])[CH3:1].[CH3:86][C:87]([OH:89])=[O:88], predict the reactants needed to synthesize it. The reactants are: [CH3:1][CH:2]([CH2:4][C@H:5]([NH:31][C:32]([CH2:34][NH:35][C:36]([C@@H:38]([NH:47][C:48]([C@@H:50]([NH:53][C:54]([C@@H:56]([NH:67][C:68]([C@@H:70]([NH:77][C:78]([C@H:80]1[NH:85][C:83](=[O:84])[CH2:82][CH2:81]1)=[O:79])[CH2:71][C:72]1[NH:76][CH:75]=[N:74][CH:73]=1)=[O:69])[CH2:57][C:58]1[C:62]2[CH:63]=[CH:64][CH:65]=[CH:66][C:61]=2[NH:60][CH:59]=1)=[O:55])[CH2:51][OH:52])=[O:49])[CH2:39][C:40]1[CH:41]=[CH:42][C:43]([OH:46])=[CH:44][CH:45]=1)=[O:37])=[O:33])[C:6]([NH:8][C@H:9]([C:17]([N:19]1[C@H:23]([C:24]([NH:26][CH2:27][C:28]([NH2:30])=[O:29])=[O:25])[CH2:22][CH2:21][CH2:20]1)=[O:18])[CH2:10][CH2:11][CH2:12][NH:13][C:14]([NH2:16])=[NH:15])=[O:7])[CH3:3].[CH3:86][C:87]([OH:89])=[O:88].NCC(N[C@H](C(O)=O)CS)=O. (6) Given the product [NH2:1][C:2]1[C:7]([CH:8]=[O:9])=[C:6]([CH:10]2[CH2:12][CH2:11]2)[N:5]=[C:4]([N:14]2[CH2:19][CH2:18][CH2:17][C:15]2=[O:20])[CH:3]=1, predict the reactants needed to synthesize it. The reactants are: [NH2:1][C:2]1[C:7]([CH:8]=[O:9])=[C:6]([CH:10]2[CH2:12][CH2:11]2)[N:5]=[C:4](Cl)[CH:3]=1.[NH:14]1[CH2:19][CH2:18][CH2:17]C[C:15]1=[O:20].CC1(C)C2C=CC=C(P(C3C=CC=CC=3)C3C=CC=CC=3)C=2OC2C1=CC=CC=2P(C1C=CC=CC=1)C1C=CC=CC=1.C(=O)([O-])[O-].[Cs+].[Cs+]. (7) Given the product [F:13][C:10]([F:11])([F:12])[C:9]1[C:4]([CH:1]([OH:3])[CH3:2])=[N:5][CH:6]=[CH:7][CH:8]=1, predict the reactants needed to synthesize it. The reactants are: [C:1]([C:4]1[C:9]([C:10]([F:13])([F:12])[F:11])=[CH:8][CH:7]=[CH:6][N:5]=1)(=[O:3])[CH3:2].[BH4-].[Na+]. (8) The reactants are: [CH2:1]1[CH2:25][O:24][C:3]2([CH:20]3[C@:15]([CH3:22])([CH2:16][CH2:17][C@H:18]([OH:21])[CH2:19]3)[C@@H:14]3[C@H:5]([C@H:6]4[C@@:10]([CH2:12][CH2:13]3)([CH3:11])[C@@H:9]([OH:23])[CH2:8][CH2:7]4)[CH2:4]2)[O:2]1. Given the product [CH2:25]1[CH2:1][O:2][C:3]2([CH:20]3[C@:15]([CH3:22])([CH2:16][CH2:17][C:18](=[O:21])[CH2:19]3)[C@@H:14]3[C@H:5]([C@H:6]4[C@@:10]([CH2:12][CH2:13]3)([CH3:11])[C:9](=[O:23])[CH2:8][CH2:7]4)[CH2:4]2)[O:24]1, predict the reactants needed to synthesize it. (9) Given the product [Cl:1][C:2]1[CH:7]=[CH:6][C:5]([C:31]2[C:26]([Cl:25])=[N:27][CH:28]=[CH:29][N:30]=2)=[CH:4][C:3]=1[C:11]([NH:13][CH2:14][C:15]12[CH2:24][CH:19]3[CH2:20][CH:21]([CH2:23][CH:17]([CH2:18]3)[CH2:16]1)[CH2:22]2)=[O:12], predict the reactants needed to synthesize it. The reactants are: [Cl:1][C:2]1[CH:7]=[CH:6][C:5](B(O)O)=[CH:4][C:3]=1[C:11]([NH:13][CH2:14][C:15]12[CH2:24][CH:19]3[CH2:20][CH:21]([CH2:23][CH:17]([CH2:18]3)[CH2:16]1)[CH2:22]2)=[O:12].[Cl:25][C:26]1[C:31](Cl)=[N:30][CH:29]=[CH:28][N:27]=1.C(=O)([O-])[O-].[K+].[K+].C(OCC)(=O)C.